From a dataset of Catalyst prediction with 721,799 reactions and 888 catalyst types from USPTO. Predict which catalyst facilitates the given reaction. (1) Reactant: [CH3:1][O:2][C:3]([C:5]1[CH:10]=[CH:9][CH:8]=[C:7]([C:11]([O:13][CH3:14])=[O:12])[N:6]=1)=[O:4]. Product: [NH:6]1[C@H:5]([C:3]([O:2][CH3:1])=[O:4])[CH2:10][CH2:9][CH2:8][C@@H:7]1[C:11]([O:13][CH3:14])=[O:12]. The catalyst class is: 240. (2) Reactant: [C:1]12([CH2:11][O:12][C:13]3[CH:20]=[CH:19][C:16]([C:17]#[N:18])=[CH:15][C:14]=3[C:21]3(O)[CH2:24][CH2:23][CH2:22]3)[CH2:10][CH:5]3[CH2:6][CH:7]([CH2:9][CH:3]([CH2:4]3)[CH2:2]1)[CH2:8]2.C([SiH](CC)CC)C.FC(F)(F)C(O)=O. The catalyst class is: 797. Product: [C:1]12([CH2:11][O:12][C:13]3[CH:20]=[CH:19][C:16]([C:17]#[N:18])=[CH:15][C:14]=3[CH:21]3[CH2:24][CH2:23][CH2:22]3)[CH2:2][CH:3]3[CH2:9][CH:7]([CH2:6][CH:5]([CH2:4]3)[CH2:10]1)[CH2:8]2. (3) Reactant: [CH3:1][C:2]1[N:6]2[C:7]3[CH:13]=[C:12]([CH3:14])[N:11]([CH2:15][C:16]4[CH:17]=[C:18]([CH:23]=[CH:24][CH:25]=4)[C:19](OC)=[O:20])[C:8]=3[CH:9]=[CH:10][C:5]2=[N:4][N:3]=1.[H-].[H-].[H-].[H-].[Li+].[Al+3]. Product: [CH3:1][C:2]1[N:6]2[C:7]3[CH:13]=[C:12]([CH3:14])[N:11]([CH2:15][C:16]4[CH:17]=[C:18]([CH2:19][OH:20])[CH:23]=[CH:24][CH:25]=4)[C:8]=3[CH:9]=[CH:10][C:5]2=[N:4][N:3]=1. The catalyst class is: 1.